This data is from Reaction yield outcomes from USPTO patents with 853,638 reactions. The task is: Predict the reaction yield, written as a fraction of the theoretical maximum amount of product (1.0 means a 100% yield; for example, 0.34 means a 34% yield). (1) The reactants are Cl.[F:2][C:3]1[CH:17]=[CH:16][C:6]2[C:7]([CH:10]3[CH2:15][CH2:14][NH:13][CH2:12][CH2:11]3)=[N:8][O:9][C:5]=2[CH:4]=1.Cl[CH2:19][CH2:20][CH2:21][O:22][C:23]1[CH:28]=[CH:27][C:26]([CH:29]([C:30]([CH:29]([C:26]2[CH:27]=[CH:28][C:23]([O:22][CH2:21][CH2:20][CH2:19]Cl)=[C:24]([O:48][CH3:49])[CH:25]=2)C)=O)[CH3:30])=[CH:25][C:24]=1[O:48][CH3:49].C(=O)([O-])[O-:51].[Na+].[Na+].C(=O)([O-])[O-].[K+].[K+]. The catalyst is O. The product is [CH3:30][C:29]([C:26]1[CH:27]=[CH:28][C:23]([O:22][CH2:21][CH2:20][CH2:19][N:13]2[CH2:12][CH2:11][CH:10]([C:7]3[C:6]4[CH:16]=[CH:17][C:3]([F:2])=[CH:4][C:5]=4[O:9][N:8]=3)[CH2:15][CH2:14]2)=[C:24]([O:48][CH3:49])[CH:25]=1)=[O:51]. The yield is 0.897. (2) The reactants are [SH:1][C:2]1[CH:7]=[CH:6][C:5]([N+:8]([O-:10])=[O:9])=[CH:4][N:3]=1.O.[C:12](=O)([O-])[O-].[Na+].[Na+].CI. The catalyst is O.C(O)C. The yield is 1.00. The product is [N+:8]([C:5]1[CH:4]=[N:3][C:2]([S:1][CH3:12])=[CH:7][CH:6]=1)([O-:10])=[O:9]. (3) The reactants are Br[CH:2]1[CH2:8][CH2:7][O:6][C:5]2[CH:9]=[C:10]([Br:13])[CH:11]=[CH:12][C:4]=2[C:3]1=O.[NH2:15][NH:16][C:17]([NH2:19])=[S:18]. No catalyst specified. The product is [Br:13][C:10]1[CH:11]=[CH:12][C:4]2[C:3]3[N:19]=[C:17]([NH:16][NH2:15])[S:18][C:2]=3[CH2:8][CH2:7][O:6][C:5]=2[CH:9]=1. The yield is 0.700. (4) The reactants are [OH:1][CH:2]([CH2:14][O:15][C:16]1[CH:21]=[CH:20][CH:19]=[CH:18][CH:17]=1)[CH2:3][O:4][C:5]1[CH:10]=[CH:9][C:8]([CH2:11][C:12]#[N:13])=[CH:7][CH:6]=1. The catalyst is C(Cl)Cl. The product is [O:1]=[C:2]([CH2:14][O:15][C:16]1[CH:21]=[CH:20][CH:19]=[CH:18][CH:17]=1)[CH2:3][O:4][C:5]1[CH:6]=[CH:7][C:8]([CH2:11][C:12]#[N:13])=[CH:9][CH:10]=1. The yield is 0.500. (5) The reactants are [OH-].[Na+].C[O:4][C:5](=[O:23])[C:6]1[CH:11]=[C:10]([S:12]([CH2:15][CH2:16][CH3:17])(=[O:14])=[O:13])[N:9]=[C:8]([NH:18][C@H:19]([CH2:21][CH3:22])[CH3:20])[CH:7]=1. The catalyst is CO. The product is [C@@H:19]([NH:18][C:8]1[CH:7]=[C:6]([CH:11]=[C:10]([S:12]([CH2:15][CH2:16][CH3:17])(=[O:14])=[O:13])[N:9]=1)[C:5]([OH:23])=[O:4])([CH2:21][CH3:22])[CH3:20]. The yield is 0.900. (6) The catalyst is CO. The product is [CH3:1][CH:2]([CH2:8][C:9]1[CH:14]=[CH:13][C:12]([C:15]2[N:19]=[CH:18][N:17]([C:20]3[CH:25]=[CH:24][C:23]([O:26][C:27]([F:30])([F:28])[F:29])=[CH:22][CH:21]=3)[N:16]=2)=[CH:11][CH:10]=1)[C:3]([OH:5])=[O:4]. The reactants are [CH3:1][CH:2]([CH2:8][C:9]1[CH:14]=[CH:13][C:12]([C:15]2[N:19]=[CH:18][N:17]([C:20]3[CH:25]=[CH:24][C:23]([O:26][C:27]([F:30])([F:29])[F:28])=[CH:22][CH:21]=3)[N:16]=2)=[CH:11][CH:10]=1)[C:3]([O:5]CC)=[O:4].[OH-].[Na+].Cl. The yield is 0.930.